From a dataset of Forward reaction prediction with 1.9M reactions from USPTO patents (1976-2016). Predict the product of the given reaction. (1) Given the reactants [NH2:1][C:2]1[CH:3]=[C:4]([CH:33]=[CH:34][CH:35]=1)[CH2:5][O:6][CH2:7][CH2:8][O:9][CH2:10][CH2:11][CH2:12][CH2:13][CH2:14][N:15]1[CH2:19][C@@H:18]([C:20]2[CH:31]=[CH:30][C:23]3[O:24][C:25]([CH3:29])([CH3:28])[O:26][CH2:27][C:22]=3[CH:21]=2)[O:17][C:16]1=[O:32].[CH3:36][S:37](Cl)(=[O:39])=[O:38], predict the reaction product. The product is: [CH3:28][C:25]1([CH3:29])[O:24][C:23]2[CH:30]=[CH:31][C:20]([C@H:18]3[O:17][C:16](=[O:32])[N:15]([CH2:14][CH2:13][CH2:12][CH2:11][CH2:10][O:9][CH2:8][CH2:7][O:6][CH2:5][C:4]4[CH:3]=[C:2]([NH:1][S:37]([CH3:36])(=[O:39])=[O:38])[CH:35]=[CH:34][CH:33]=4)[CH2:19]3)=[CH:21][C:22]=2[CH2:27][O:26]1. (2) Given the reactants [C:1]([N:8]1[CH2:13][CH2:12][C:11]([CH3:19])([C:14]([O:16]CC)=O)[CH2:10][CH2:9]1)([O:3][C:4]([CH3:7])([CH3:6])[CH3:5])=[O:2].[H-].[Al+3].[Li+].[H-].[H-].[H-].O1CCC[CH2:27]1, predict the reaction product. The product is: [C:1]([N:8]1[CH2:9][CH2:10][C:11]([CH2:19][CH3:27])([CH2:14][OH:16])[CH2:12][CH2:13]1)([O:3][C:4]([CH3:5])([CH3:6])[CH3:7])=[O:2]. (3) Given the reactants C([O-])([O-])=O.[K+].[K+].[Br:7][C:8]1[CH:13]=[CH:12][C:11]([C:14]([F:17])([F:16])[F:15])=[CH:10][C:9]=1[SH:18].CS(O[CH:24]1[CH2:29][CH2:28][O:27][CH:26]([C:30]2[CH:35]=[CH:34][C:33]([Cl:36])=[CH:32][CH:31]=2)[CH2:25]1)(=O)=O, predict the reaction product. The product is: [Br:7][C:8]1[CH:13]=[CH:12][C:11]([C:14]([F:15])([F:16])[F:17])=[CH:10][C:9]=1[S:18][CH:24]1[CH2:29][CH2:28][O:27][CH:26]([C:30]2[CH:31]=[CH:32][C:33]([Cl:36])=[CH:34][CH:35]=2)[CH2:25]1. (4) Given the reactants [CH3:1][C:2]1([CH3:16])[C:6]([CH3:8])([CH3:7])[O:5][B:4]([C:9]2[CH:10]=[C:11]([OH:15])[CH:12]=[CH:13][CH:14]=2)[O:3]1.Cl[CH2:18][C:19]([NH:21][CH3:22])=[O:20].C([O-])([O-])=O.[K+].[K+].O, predict the reaction product. The product is: [CH3:22][NH:21][C:19](=[O:20])[CH2:18][O:15][C:11]1[CH:12]=[CH:13][CH:14]=[C:9]([B:4]2[O:3][C:2]([CH3:16])([CH3:1])[C:6]([CH3:7])([CH3:8])[O:5]2)[CH:10]=1. (5) Given the reactants C([Si](C)(C)[O:6][CH2:7][CH2:8][N:9]([C:34]#[N:35])[C:10]1[CH:15]=[CH:14][C:13]([NH:16][C:17]([C:19]2[C:20]([NH:25][C:26]([C:28]3[S:29][C:30]([Cl:33])=[CH:31][CH:32]=3)=[O:27])=[N:21][N:22]([CH3:24])[CH:23]=2)=[O:18])=[CH:12][CH:11]=1)(C)(C)C.[CH3:38][S:39]([OH:42])(=[O:41])=[O:40], predict the reaction product. The product is: [CH3:38][S:39]([OH:42])(=[O:41])=[O:40].[Cl:33][C:30]1[S:29][C:28]([C:26]([NH:25][C:20]2[C:19]([C:17]([NH:16][C:13]3[CH:12]=[CH:11][C:10]([N:9]4[CH2:8][CH2:7][O:6][C:34]4=[NH:35])=[CH:15][CH:14]=3)=[O:18])=[CH:23][N:22]([CH3:24])[N:21]=2)=[O:27])=[CH:32][CH:31]=1. (6) Given the reactants [N:1]1[CH:6]=[CH:5][C:4]([C:7]([OH:9])=O)=[N:3][CH:2]=1.C1N=CN(C(N2C=NC=C2)=O)C=1.[NH2:22][NH2:23], predict the reaction product. The product is: [N:1]1[CH:6]=[CH:5][C:4]([C:7]([NH:22][NH2:23])=[O:9])=[N:3][CH:2]=1. (7) The product is: [Cl:19][C:20]1[CH:21]=[C:22]([NH:27][C:28]([NH:18][C:12]2[CH:13]=[CH:14][C:15]([O:16][CH3:17])=[C:10]([C:3]3[N:4]([CH:7]([CH3:9])[CH3:8])[N:5]=[CH:6][C:2]=3[Cl:1])[CH:11]=2)=[O:29])[CH:23]=[CH:24][C:25]=1[F:26]. Given the reactants [Cl:1][C:2]1[CH:6]=[N:5][N:4]([CH:7]([CH3:9])[CH3:8])[C:3]=1[C:10]1[CH:11]=[C:12]([NH2:18])[CH:13]=[CH:14][C:15]=1[O:16][CH3:17].[Cl:19][C:20]1[CH:21]=[C:22]([N:27]=[C:28]=[O:29])[CH:23]=[CH:24][C:25]=1[F:26], predict the reaction product. (8) The product is: [O:2]1[CH2:16][CH2:17][CH2:18][O:19][CH:1]1[C:3]1[C:12]([CH3:13])=[CH:11][C:6]([C:7]([O:9][CH3:10])=[O:8])=[C:5]([CH3:14])[C:4]=1[CH3:15]. Given the reactants [CH:1]([C:3]1[C:12]([CH3:13])=[CH:11][C:6]([C:7]([O:9][CH3:10])=[O:8])=[C:5]([CH3:14])[C:4]=1[CH3:15])=[O:2].[CH2:16](O)[CH2:17][CH2:18][OH:19].O.C1(C)C=CC(S(O)(=O)=O)=CC=1.C(=O)(O)[O-].[Na+], predict the reaction product.